Dataset: Forward reaction prediction with 1.9M reactions from USPTO patents (1976-2016). Task: Predict the product of the given reaction. (1) Given the reactants [CH2:1]1[C:5]2[CH:6]=[CH:7][C:8]([CH:10]=O)=[CH:9][C:4]=2[CH2:3][O:2]1.[S:12]1[CH2:16][C:15](=[O:17])[NH:14][C:13]1=[O:18], predict the reaction product. The product is: [CH2:1]1[C:5]2[CH:6]=[CH:7][C:8]([CH:10]=[C:16]3[S:12][C:13](=[O:18])[NH:14][C:15]3=[O:17])=[CH:9][C:4]=2[CH2:3][O:2]1. (2) Given the reactants [C:1]([CH2:4][N:5]([CH2:19][C:20]([OH:22])=[O:21])[C:6]1[CH:11]=[CH:10][CH:9]=[C:8]([O:12][C:13]2[CH:18]=[CH:17][CH:16]=[CH:15][CH:14]=2)[CH:7]=1)([OH:3])=O.C(=O)(O)[O-].[Na+], predict the reaction product. The product is: [O:12]([C:8]1[CH:7]=[C:6]([N:5]2[CH2:19][C:20](=[O:21])[O:22][C:1](=[O:3])[CH2:4]2)[CH:11]=[CH:10][CH:9]=1)[C:13]1[CH:14]=[CH:15][CH:16]=[CH:17][CH:18]=1.